This data is from Reaction yield outcomes from USPTO patents with 853,638 reactions. The task is: Predict the reaction yield, written as a fraction of the theoretical maximum amount of product (1.0 means a 100% yield; for example, 0.34 means a 34% yield). (1) The reactants are [CH3:1][O:2][C:3]([C:5]1[CH:6]=[C:7]2[C:11](=[CH:12][CH:13]=1)[NH:10][CH:9]=[CH:8]2)=[O:4].C([BH3-])#N.[Na+].O. The catalyst is C(O)(=O)C. The product is [CH3:1][O:2][C:3]([C:5]1[CH:6]=[C:7]2[C:11](=[CH:12][CH:13]=1)[NH:10][CH2:9][CH2:8]2)=[O:4]. The yield is 0.990. (2) The reactants are [CH3:1][O:2][C:3]1[CH:4]=[C:5]([NH:11][C:12]2[C:21]([NH2:22])=[N:20][C:19]3[C:14](=[CH:15][CH:16]=[CH:17][CH:18]=3)[N:13]=2)[CH:6]=[C:7]([O:9][CH3:10])[CH:8]=1.[C:23]([NH:26][C:27]1[CH:28]=[C:29]([S:33](Cl)(=[O:35])=[O:34])[CH:30]=[CH:31][CH:32]=1)(=[O:25])[CH3:24].C1C(Cl)=CC=C(Cl)C=1. The catalyst is N1C=CC=CC=1. The product is [CH3:10][O:9][C:7]1[CH:6]=[C:5]([NH:11][C:12]2[C:21]([NH:22][S:33]([C:29]3[CH:28]=[C:27]([NH:26][C:23](=[O:25])[CH3:24])[CH:32]=[CH:31][CH:30]=3)(=[O:35])=[O:34])=[N:20][C:19]3[C:14]([N:13]=2)=[CH:15][CH:16]=[CH:17][CH:18]=3)[CH:4]=[C:3]([O:2][CH3:1])[CH:8]=1. The yield is 0.240. (3) The reactants are Cl.C([O:9][C:10]1[CH:19]=[C:18]2[C:13]([C:14]([NH:20][C:21]3[CH:29]=[C:28]4[C:24]([CH:25]=[CH:26][NH:27]4)=[CH:23][CH:22]=3)=[N:15][CH:16]=[N:17]2)=[CH:12][C:11]=1[O:30][CH3:31])C1C=CC=CC=1.C([O-])=O.[NH4+]. No catalyst specified. The product is [OH:9][C:10]1[CH:19]=[C:18]2[C:13]([C:14]([NH:20][C:21]3[CH:29]=[C:28]4[C:24]([CH:25]=[CH:26][NH:27]4)=[CH:23][CH:22]=3)=[N:15][CH:16]=[N:17]2)=[CH:12][C:11]=1[O:30][CH3:31]. The yield is 0.760. (4) The reactants are [CH3:1][CH:2]([CH3:28])[CH2:3][CH2:4][O:5][C:6]1[CH:11]=[CH:10][C:9]([NH:12][C:13](=[O:24])[CH2:14][O:15][C:16]2[CH:21]=[CH:20][CH:19]=[C:18]([O:22][CH3:23])[CH:17]=2)=[C:8]([N+:25]([O-])=O)[CH:7]=1. The catalyst is [Pd].CCO. The product is [NH2:25][C:8]1[CH:7]=[C:6]([O:5][CH2:4][CH2:3][CH:2]([CH3:28])[CH3:1])[CH:11]=[CH:10][C:9]=1[NH:12][C:13](=[O:24])[CH2:14][O:15][C:16]1[CH:21]=[CH:20][CH:19]=[C:18]([O:22][CH3:23])[CH:17]=1. The yield is 0.980. (5) The reactants are C(C1C([N+]([O-])=O)=CC(CC)=[C:8]([N:10]2[C:15](=[O:16])[CH:14]=[CH:13][CH:12]=[N:11]2)[CH:9]=1)(=O)C.[CH:22]1[C:31]2[CH:30]=[CH:29][CH:28]=[C:27]([NH2:32])[C:26]=2[CH:25]=[CH:24][N:23]=1.[CH2:33]([OH:35])[CH3:34]. No catalyst specified. The product is [C:33]([C:13]1[C:12]([C:26]2[CH:27]=[CH:28][CH:29]=[CH:30][CH:31]=2)=[N:11][N:10]([CH2:8][CH3:9])[C:15](=[O:16])[C:14]=1[NH:32][C:27]1[CH:28]=[CH:29][CH:30]=[C:31]2[C:26]=1[CH:25]=[CH:24][N:23]=[CH:22]2)(=[O:35])[CH3:34]. The yield is 0.124. (6) The reactants are Br[C:2]1[CH:3]=[C:4]([O:11][CH3:12])[C:5]([N+:8]([O-:10])=[O:9])=[N:6][CH:7]=1.[C:13]([O:17][CH2:18][CH3:19])(=[O:16])[CH:14]=[CH2:15].C(P(C(C)(C)C)C1C=CC=CC=1C1C=CC=CC=1)(C)(C)C.[Cl-].[NH4+]. The catalyst is C([O-])(=O)C.[Pd+2].C([O-])(=O)C.C(OCC)(=O)C.CN(C=O)C. The product is [CH2:18]([O:17][C:13](=[O:16])/[CH:14]=[CH:15]/[C:2]1[CH:7]=[N:6][C:5]([N+:8]([O-:10])=[O:9])=[C:4]([O:11][CH3:12])[CH:3]=1)[CH3:19]. The yield is 0.690.